From a dataset of Catalyst prediction with 721,799 reactions and 888 catalyst types from USPTO. Predict which catalyst facilitates the given reaction. Product: [Cl:20][C:14]1[CH:15]=[CH:16][CH:17]=[C:18]2[C:13]=1[N:12]=[CH:11][C:10]([CH2:8][C:4]1[CH:5]=[CH:6][CH:7]=[C:2]([Cl:1])[CH:3]=1)=[CH:19]2. The catalyst class is: 10. Reactant: [Cl:1][C:2]1[CH:3]=[C:4]([CH:8]([C:10]2[CH:11]=[N:12][C:13]3[C:18]([CH:19]=2)=[CH:17][CH:16]=[CH:15][C:14]=3[Cl:20])O)[CH:5]=[CH:6][CH:7]=1.C[Si](Cl)(C)C.[I-].[Na+].